Dataset: Full USPTO retrosynthesis dataset with 1.9M reactions from patents (1976-2016). Task: Predict the reactants needed to synthesize the given product. (1) Given the product [F:20][C:17]([F:18])([F:19])[C:12]([C:3]1[CH:4]=[CH:5][C:6]2[C:11](=[CH:10][CH:9]=[CH:8][CH:7]=2)[C:2]=1[NH:1][C:22](=[O:29])[C:23]1[CH:28]=[CH:27][CH:26]=[N:25][CH:24]=1)([OH:21])[C:13]([F:14])([F:15])[F:16], predict the reactants needed to synthesize it. The reactants are: [NH2:1][C:2]1[C:11]2[C:6](=[CH:7][CH:8]=[CH:9][CH:10]=2)[CH:5]=[CH:4][C:3]=1[C:12]([OH:21])([C:17]([F:20])([F:19])[F:18])[C:13]([F:16])([F:15])[F:14].[C:22](Cl)(=[O:29])[C:23]1[CH:28]=[CH:27][CH:26]=[N:25][CH:24]=1. (2) Given the product [C:1]([O:5][C:6](=[O:22])[NH:7][C@H:8]1[CH2:13][C@@H:12]([C:14]2[CH:19]=[CH:18][CH:17]=[CH:16][CH:15]=2)[C@@H:11]([CH3:20])[NH:10][C:9]1=[N:24][NH2:25])([CH3:4])([CH3:3])[CH3:2], predict the reactants needed to synthesize it. The reactants are: [C:1]([O:5][C:6](=[O:22])[NH:7][C@H:8]1[CH2:13][C@@H:12]([C:14]2[CH:19]=[CH:18][CH:17]=[CH:16][CH:15]=2)[C@@H:11]([CH3:20])[NH:10][C:9]1=S)([CH3:4])([CH3:3])[CH3:2].O.[NH2:24][NH2:25]. (3) The reactants are: [CH:1]12[O:9][CH:5]([CH2:6][NH:7][CH2:8]1)[CH2:4][N:3]([C:10]1[CH:15]=[CH:14][C:13]([NH:16][C:17]3[N:22]=[C:21]([C:23]4[N:27]5[CH:28]=[CH:29][CH:30]=[C:31]([F:32])[C:26]5=[N:25][CH:24]=4)[C:20]([Cl:33])=[CH:19][N:18]=3)=[C:12]([O:34][CH3:35])[CH:11]=1)[CH2:2]2.Br[CH2:37][CH2:38][C:39]([OH:41])=O.[CH2:42]([N:44](C(C)C)C(C)C)C.Cl.CN.CN(C(ON1N=NC2C=CC=NC1=2)=[N+](C)C)C.F[P-](F)(F)(F)(F)F. Given the product [Cl:33][C:20]1[C:21]([C:23]2[N:27]3[CH:28]=[CH:29][CH:30]=[C:31]([F:32])[C:26]3=[N:25][CH:24]=2)=[N:22][C:17]([NH:16][C:13]2[CH:14]=[CH:15][C:10]([N:3]3[CH2:4][CH:5]4[O:9][CH:1]([CH2:8][N:7]([CH2:37][CH2:38][C:39]([NH:44][CH3:42])=[O:41])[CH2:6]4)[CH2:2]3)=[CH:11][C:12]=2[O:34][CH3:35])=[N:18][CH:19]=1, predict the reactants needed to synthesize it.